Predict the reactants needed to synthesize the given product. From a dataset of Full USPTO retrosynthesis dataset with 1.9M reactions from patents (1976-2016). (1) Given the product [CH3:32][O:33][C:34](=[O:53])[C:35]1[CH:40]=[C:39]([O:12][C@@H:10]([CH3:11])[CH2:9][O:1][Si:2]([C:5]([CH3:7])([CH3:8])[CH3:6])([CH3:4])[CH3:3])[CH:38]=[C:37]([O:42][C:43]2[CH:48]=[CH:47][C:46]([S:49]([CH3:52])(=[O:50])=[O:51])=[CH:45][CH:44]=2)[CH:36]=1, predict the reactants needed to synthesize it. The reactants are: [O:1]([CH2:9][C@H:10]([OH:12])[CH3:11])[Si:2]([C:5]([CH3:8])([CH3:7])[CH3:6])([CH3:4])[CH3:3].C1(P(C2C=CC=CC=2)C2C=CC=CC=2)C=CC=CC=1.[CH3:32][O:33][C:34](=[O:53])[C:35]1[CH:40]=[C:39](O)[CH:38]=[C:37]([O:42][C:43]2[CH:48]=[CH:47][C:46]([S:49]([CH3:52])(=[O:51])=[O:50])=[CH:45][CH:44]=2)[CH:36]=1.N(C(OCC)=O)=NC(OCC)=O. (2) Given the product [C:36]1([NH:35][C:27]([C:26]2[CH:25]=[C:24]([NH:23][C:21]([N:17]3[CH2:16][C:15]4[CH:14]=[N:13][C:12]5[NH:8][N:9]=[CH:10][C:11]=5[C:20]=4[CH2:19][CH2:18]3)=[O:22])[CH:32]=[CH:31][CH:30]=2)=[O:29])[CH:41]=[CH:40][CH:39]=[CH:38][CH:37]=1, predict the reactants needed to synthesize it. The reactants are: COC1C=CC(C[N:8]2[C:12]3[N:13]=[CH:14][C:15]4[CH2:16][N:17]([C:21]([NH:23][C:24]5[CH:25]=[C:26]([CH:30]=[CH:31][CH:32]=5)[C:27]([OH:29])=O)=[O:22])[CH2:18][CH2:19][C:20]=4[C:11]=3[CH:10]=[N:9]2)=CC=1.[NH2:35][C:36]1[CH:41]=[CH:40][CH:39]=[CH:38][CH:37]=1. (3) Given the product [O:16]1[CH:17]=[CH:18][CH:19]=[C:15]1[C:10]1[N:11]=[C:12]([NH:14][C:20]([C:21]2[CH:26]=[CH:25][N:24]=[CH:23][CH:22]=2)=[O:27])[S:13][C:9]=1[C:7]([C:2]1[CH:3]=[CH:4][CH:5]=[CH:6][N:1]=1)=[O:8], predict the reactants needed to synthesize it. The reactants are: [N:1]1[CH:6]=[CH:5][CH:4]=[CH:3][C:2]=1[C:7]([C:9]1[S:13][C:12]([NH2:14])=[N:11][C:10]=1[C:15]1[O:16][CH:17]=[CH:18][CH:19]=1)=[O:8].[C:20](O)(=[O:27])[C:21]1[CH:26]=[CH:25][N:24]=[CH:23][CH:22]=1.CCN=C=NCCCN(C)C.Cl.O.ON1C2C=CC=CC=2N=N1. (4) Given the product [CH:1]1([CH:4]([C:15](=[O:17])[CH3:16])[C:5]#[N:6])[CH2:3][CH2:2]1, predict the reactants needed to synthesize it. The reactants are: [CH:1]1([CH2:4][C:5]#[N:6])[CH2:3][CH2:2]1.[Li+].CC([N-]C(C)C)C.[C:15](OC(=O)C)(=[O:17])[CH3:16].